The task is: Predict the product of the given reaction.. This data is from Forward reaction prediction with 1.9M reactions from USPTO patents (1976-2016). (1) Given the reactants [CH2:1]([N:3]1[C:7]([C:8]2[CH:13]=[CH:12][N:11]=[CH:10][CH:9]=2)=[N:6][N:5]=[C:4]1[CH2:14][OH:15])[CH3:2], predict the reaction product. The product is: [CH2:1]([N:3]1[C:7]([C:8]2[CH:13]=[CH:12][N:11]=[CH:10][CH:9]=2)=[N:6][N:5]=[C:4]1[CH:14]=[O:15])[CH3:2]. (2) Given the reactants [CH2:1]([O:5][C:6]1[C:15]2[C:10](=[CH:11][C:12]([F:16])=[CH:13][CH:14]=2)[C:9](=[O:17])[N:8]([CH2:18][C:19]([CH3:22])([CH3:21])[CH3:20])[C:7]=1[CH2:23]O)[CH2:2][CH2:3][CH3:4].S(Cl)([Cl:27])=O.C(=O)([O-])O.[Na+], predict the reaction product. The product is: [CH2:1]([O:5][C:6]1[C:15]2[C:10](=[CH:11][C:12]([F:16])=[CH:13][CH:14]=2)[C:9](=[O:17])[N:8]([CH2:18][C:19]([CH3:22])([CH3:21])[CH3:20])[C:7]=1[CH2:23][Cl:27])[CH2:2][CH2:3][CH3:4]. (3) Given the reactants Cl.[O:2]1[CH2:7][CH2:6][N:5]([C:8]2[CH:9]=[C:10]([NH:14][C:15]3[N:16]=[C:17]([C:32]4[CH:33]=[C:34]([NH:38][C:39](=[O:42])[CH:40]=[CH2:41])[CH:35]=[CH:36][CH:37]=4)[C:18]4[CH:23]=[CH:22][N:21](COCC[Si](C)(C)C)[C:19]=4[N:20]=3)[CH:11]=[CH:12][CH:13]=2)[CH2:4][CH2:3]1.C(=O)(O)[O-].[Na+], predict the reaction product. The product is: [O:2]1[CH2:7][CH2:6][N:5]([C:8]2[CH:9]=[C:10]([NH:14][C:15]3[N:16]=[C:17]([C:32]4[CH:33]=[C:34]([NH:38][C:39](=[O:42])[CH:40]=[CH2:41])[CH:35]=[CH:36][CH:37]=4)[C:18]4[CH:23]=[CH:22][NH:21][C:19]=4[N:20]=3)[CH:11]=[CH:12][CH:13]=2)[CH2:4][CH2:3]1. (4) Given the reactants [I-].[CH2:2]([P+](C1C=CC=CC=1)(C1C=CC=CC=1)C1C=CC=CC=1)[CH2:3][CH2:4][CH2:5][CH2:6][CH3:7].[Li+].C[Si]([N-][Si](C)(C)C)(C)C.[O:37]1[C:41]2([CH2:46][CH2:45][C:44](=O)[CH2:43][CH2:42]2)[O:40][CH2:39][CH2:38]1, predict the reaction product. The product is: [CH:2](=[C:44]1[CH2:45][CH2:46][C:41]2([O:40][CH2:39][CH2:38][O:37]2)[CH2:42][CH2:43]1)[CH2:3][CH2:4][CH2:5][CH2:6][CH3:7]. (5) Given the reactants I[C:2]1[CH:10]=[C:9]([CH3:11])[CH:8]=[CH:7][C:3]=1[C:4]([OH:6])=[O:5].[C:12]1(B(O)O)[CH:17]=[CH:16][CH:15]=[CH:14][CH:13]=1.Cl, predict the reaction product. The product is: [CH3:11][C:9]1[CH:10]=[C:2]([C:12]2[CH:17]=[CH:16][CH:15]=[CH:14][CH:13]=2)[C:3]([C:4]([OH:6])=[O:5])=[CH:7][CH:8]=1. (6) The product is: [F:34][C:35]([F:40])([F:39])[C:6]([N:8]1[CH2:13][CH2:12][CH:11]([N:14]2[C:18]3=[N:19][CH:20]=[N:21][C:22]([O:23][C:24]4[CH:25]=[CH:26][C:27]([S:30]([CH3:33])(=[O:32])=[O:31])=[CH:28][CH:29]=4)=[C:17]3[CH:16]=[N:15]2)[CH2:10][CH2:9]1)=[O:5]. Given the reactants C([O:5][C:6]([N:8]1[CH2:13][CH2:12][CH:11]([N:14]2[C:18]3=[N:19][CH:20]=[N:21][C:22]([O:23][C:24]4[CH:29]=[CH:28][C:27]([S:30]([CH3:33])(=[O:32])=[O:31])=[CH:26][CH:25]=4)=[C:17]3[CH:16]=[N:15]2)[CH2:10][CH2:9]1)=O)(C)(C)C.[F:34][C:35]([F:40])([F:39])C(O)=O.FC(F)(F)C(OC(=O)C(F)(F)F)=O, predict the reaction product. (7) Given the reactants [Br:1][C:2]1[CH:3]=[CH:4][C:5]2[N:6]([CH:8]=[C:9]([NH:11]C(=O)C(F)(F)F)[N:10]=2)[CH:7]=1.P([O-])([O-])([O-])=O.[K+].[K+].[K+], predict the reaction product. The product is: [Br:1][C:2]1[CH:3]=[CH:4][C:5]2[N:6]([CH:8]=[C:9]([NH2:11])[N:10]=2)[CH:7]=1.